From a dataset of Forward reaction prediction with 1.9M reactions from USPTO patents (1976-2016). Predict the product of the given reaction. (1) The product is: [F:22][C:19]1[CH:20]=[CH:21][C:16]([CH2:15][NH:14][C:12]([C:10]2[C:9]([OH:23])=[C:8]3[C:3]([CH:4]=[CH:5][CH:6]=[N:7]3)=[C:2]([N:25]3[CH2:26][C:27](=[O:31])[NH:28][CH2:29][CH2:30][S:24]3(=[O:33])=[O:32])[N:11]=2)=[O:13])=[CH:17][CH:18]=1. Given the reactants Br[C:2]1[N:11]=[C:10]([C:12]([NH:14][CH2:15][C:16]2[CH:21]=[CH:20][C:19]([F:22])=[CH:18][CH:17]=2)=[O:13])[C:9]([OH:23])=[C:8]2[C:3]=1[CH:4]=[CH:5][CH:6]=[N:7]2.[S:24]1(=[O:33])(=[O:32])[CH2:30][CH2:29][NH:28][C:27](=[O:31])[CH2:26][NH:25]1.C(N(CC(O)=O)CC(O)=O)CN(CC(O)=O)CC(O)=O.[Na][Na], predict the reaction product. (2) Given the reactants C(OC([N:8]1[CH2:13][CH2:12][CH:11]([NH:14][C:15]2[CH:23]=[CH:22][C:18]3[O:19][CH2:20][O:21][C:17]=3[CH:16]=2)[CH2:10][CH2:9]1)=O)(C)(C)C.[F:24][C:25]1[CH:32]=[CH:31][C:30]([Cl:33])=[CH:29][C:26]=1[CH2:27]Br, predict the reaction product. The product is: [O:19]1[C:18]2[CH:22]=[CH:23][C:15]([N:14]([CH2:27][C:26]3[CH:29]=[C:30]([Cl:33])[CH:31]=[CH:32][C:25]=3[F:24])[CH:11]3[CH2:10][CH2:9][NH:8][CH2:13][CH2:12]3)=[CH:16][C:17]=2[O:21][CH2:20]1. (3) Given the reactants [Cl:1][C:2]1[CH:16]=[CH:15][C:5]([CH2:6][S:7][C:8]2[CH:13]=[N:12][NH:11][C:10](=[O:14])[CH:9]=2)=[CH:4][CH:3]=1.[OH:17][C:18]([CH3:33])([CH3:32])[CH2:19][O:20][C:21]1[CH:26]=[CH:25][C:24](B(O)O)=[CH:23][C:22]=1[O:30][CH3:31].N1C=CC=CC=1.Cl, predict the reaction product. The product is: [Cl:1][C:2]1[CH:3]=[CH:4][C:5]([CH2:6][S:7][C:8]2[CH:13]=[N:12][N:11]([C:24]3[CH:25]=[CH:26][C:21]([O:20][CH2:19][C:18]([OH:17])([CH3:33])[CH3:32])=[C:22]([O:30][CH3:31])[CH:23]=3)[C:10](=[O:14])[CH:9]=2)=[CH:15][CH:16]=1.